This data is from Catalyst prediction with 721,799 reactions and 888 catalyst types from USPTO. The task is: Predict which catalyst facilitates the given reaction. (1) Reactant: C([O:5][C:6]([CH2:8][NH:9][CH2:10]C(O)=O)=O)(C)(C)C.CN(C(ON1N=NC2C=CC=NC1=2)=[N+](C)C)C.F[P-](F)(F)(F)(F)F.[NH2:38][C@H:39]([CH2:43][C@H:44]([NH:60][C:61]([C:63]1[NH:64][N:65]=[N:66][CH:67]=1)=[O:62])[CH2:45][C:46]1[CH:51]=[CH:50][C:49]([C:52]2[CH:57]=[C:56]([Cl:58])[CH:55]=[CH:54][C:53]=2[F:59])=[CH:48][CH:47]=1)[C:40]([OH:42])=[O:41].CCN(C(C)C)C(C)C.Cl.O1CCOCC1. Product: [Cl:58][C:56]1[CH:55]=[CH:54][C:53]([F:59])=[C:52]([C:49]2[CH:48]=[CH:47][C:46]([CH2:45][C@@H:44]([NH:60][C:61]([C:63]3[NH:64][N:65]=[N:66][CH:67]=3)=[O:62])[CH2:43][C@@H:39]([NH:38][C:6](=[O:5])[CH2:8][NH:9][CH3:10])[C:40]([OH:42])=[O:41])=[CH:51][CH:50]=2)[CH:57]=1. The catalyst class is: 3. (2) Reactant: [Br:1][C:2]1[C:3]([C:21](OC)=[O:22])=[CH:4][C:5]2[C:10]([CH:11]=1)=[C:9]([CH2:12][C:13]1[CH:18]=[CH:17][C:16]([CH2:19][CH3:20])=[CH:15][CH:14]=1)[CH:8]=[CH:7][CH:6]=2.[H-].[Al+3].[Li+].[H-].[H-].[H-].O. Product: [Br:1][C:2]1[C:3]([CH2:21][OH:22])=[CH:4][C:5]2[C:10]([CH:11]=1)=[C:9]([CH2:12][C:13]1[CH:14]=[CH:15][C:16]([CH2:19][CH3:20])=[CH:17][CH:18]=1)[CH:8]=[CH:7][CH:6]=2. The catalyst class is: 27. (3) Reactant: [C:1]1(=O)[CH2:6][CH2:5][CH2:4][CH2:3][CH2:2]1.C(O[BH-](OC(=O)C)OC(=O)C)(=O)C.[Na+].[NH2:22][C:23]1[CH:32]=[CH:31][C:30]([Cl:33])=[CH:29][C:24]=1[C:25]([O:27][CH3:28])=[O:26]. Product: [Cl:33][C:30]1[CH:31]=[CH:32][C:23]([NH:22][CH:1]2[CH2:6][CH2:5][CH2:4][CH2:3][CH2:2]2)=[C:24]([CH:29]=1)[C:25]([O:27][CH3:28])=[O:26]. The catalyst class is: 478. (4) Reactant: Cl[C:2](=[O:7])[C:3]([O:5][CH3:6])=[O:4].[NH2:8][C:9]1[CH:14]=[CH:13][C:12]([C@H:15]2[CH2:20][CH2:19][C@H:18]([CH:21]([CH3:27])[C:22]([O:24][CH2:25][CH3:26])=[O:23])[CH2:17][CH2:16]2)=[CH:11][CH:10]=1.N1C=CC=CC=1. Product: [CH3:6][O:5][C:3](=[O:4])[C:2]([NH:8][C:9]1[CH:10]=[CH:11][C:12]([C@H:15]2[CH2:16][CH2:17][C@H:18]([CH:21]([CH3:27])[C:22]([O:24][CH2:25][CH3:26])=[O:23])[CH2:19][CH2:20]2)=[CH:13][CH:14]=1)=[O:7]. The catalyst class is: 2. (5) Reactant: [CH2:1]([O:8][C:9](=[O:20])[CH2:10][N:11]1[C:19]2[CH2:18][CH2:17][NH:16][CH2:15][C:14]=2[N:13]=[CH:12]1)[C:2]1[CH:7]=[CH:6][CH:5]=[CH:4][CH:3]=1.C=O.[BH3-][C:24]#N.[Na+].CC(O)=O. Product: [CH2:1]([O:8][C:9](=[O:20])[CH2:10][N:11]1[C:19]2[CH2:18][CH2:17][N:16]([CH3:24])[CH2:15][C:14]=2[N:13]=[CH:12]1)[C:2]1[CH:7]=[CH:6][CH:5]=[CH:4][CH:3]=1. The catalyst class is: 100. (6) Reactant: [Cl:1][C:2]1[C:3]([O:12][C:13]2[CH:14]=[N:15][C:16]([O:20][CH2:21][CH:22]([CH3:24])[CH3:23])=[C:17]([Cl:19])[CH:18]=2)=[CH:4][C:5]([F:11])=[C:6]([CH:10]=1)[C:7]([OH:9])=O.C(N1C=CN=C1)(N1C=CN=C1)=O.[CH3:37][N:38]1[CH:42]=[C:41]([S:43]([NH2:46])(=[O:45])=[O:44])[N:40]=[CH:39]1.N12CCCN=C1CCCCC2. The catalyst class is: 54. Product: [Cl:1][C:2]1[C:3]([O:12][C:13]2[CH:14]=[N:15][C:16]([O:20][CH2:21][CH:22]([CH3:24])[CH3:23])=[C:17]([Cl:19])[CH:18]=2)=[CH:4][C:5]([F:11])=[C:6]([CH:10]=1)[C:7]([NH:46][S:43]([C:41]1[N:40]=[CH:39][N:38]([CH3:37])[CH:42]=1)(=[O:45])=[O:44])=[O:9]. (7) Reactant: CON(C)[C:4]([C:6]1[C:14]2[N:13]=[CH:12][NH:11][C:10]=2[CH:9]=[CH:8][CH:7]=1)=[O:5].[Li][CH3:17].[NH4+].[Cl-].O. Product: [NH:11]1[C:10]2[CH:9]=[CH:8][CH:7]=[C:6]([C:4](=[O:5])[CH3:17])[C:14]=2[N:13]=[CH:12]1. The catalyst class is: 1.